Dataset: Forward reaction prediction with 1.9M reactions from USPTO patents (1976-2016). Task: Predict the product of the given reaction. (1) Given the reactants COC1C=CC(P2(SP(C3C=CC(OC)=CC=3)(=S)S2)=[S:10])=CC=1.[C:23]([NH:26][NH:27][C:28](=O)[C:29]1[CH:34]=[CH:33][C:32]([CH3:35])=[C:31]([I:36])[CH:30]=1)(=O)[CH3:24].[OH-].[Na+], predict the reaction product. The product is: [I:36][C:31]1[CH:30]=[C:29]([C:28]2[S:10][C:23]([CH3:24])=[N:26][N:27]=2)[CH:34]=[CH:33][C:32]=1[CH3:35]. (2) Given the reactants C[C:2]1[C:3]([B:12]2[O:16][C:15]([CH3:18])([CH3:17])[C:14]([CH3:20])([CH3:19])[O:13]2)=[CH:4][C:5]2[NH:10][CH2:9][CH2:8][O:7][C:6]=2[CH:11]=1.BrC1C([F:32])=CC2OCCNC=2C=1, predict the reaction product. The product is: [F:32][C:2]1[C:3]([B:12]2[O:16][C:15]([CH3:18])([CH3:17])[C:14]([CH3:20])([CH3:19])[O:13]2)=[CH:4][C:5]2[NH:10][CH2:9][CH2:8][O:7][C:6]=2[CH:11]=1. (3) Given the reactants [CH2:1]([N:3]1[C:15]2[CH:14]=[CH:13][C:12]([C:16](=[O:18])[CH3:17])=[CH:11][C:10]=2[C:9]2[C:4]1=[CH:5][CH:6]=[C:7]([C:19](=[O:27])[C:20]1[CH:25]=[CH:24][CH:23]=[CH:22][C:21]=1[CH3:26])[CH:8]=2)[CH3:2].[C:28](OCC)(=[O:30])[CH3:29].CC(C)([O-])C.[K+].Cl, predict the reaction product. The product is: [CH2:1]([N:3]1[C:15]2[CH:14]=[CH:13][C:12]([C:16](=[O:18])[CH2:17][C:28](=[O:30])[CH3:29])=[CH:11][C:10]=2[C:9]2[C:4]1=[CH:5][CH:6]=[C:7]([C:19](=[O:27])[C:20]1[CH:25]=[CH:24][CH:23]=[CH:22][C:21]=1[CH3:26])[CH:8]=2)[CH3:2]. (4) Given the reactants C([O:3][C:4]([C:6]1[C:7]([C:15]([OH:18])([CH3:17])[CH3:16])=[N:8][N:9]2[CH:14]=[CH:13][CH:12]=[CH:11][C:10]=12)=O)C.[H-].[Al+3].[Li+].[H-].[H-].[H-].O.[OH-].[Na+], predict the reaction product. The product is: [OH:3][CH2:4][C:6]1[C:7]([C:15]([OH:18])([CH3:16])[CH3:17])=[N:8][N:9]2[CH:14]=[CH:13][CH:12]=[CH:11][C:10]=12. (5) Given the reactants [OH:1][C:2]1[CH:16]=[CH:15][C:5]([CH2:6][NH:7][C:8](=[O:14])[O:9][C:10]([CH3:13])([CH3:12])[CH3:11])=[CH:4][C:3]=1[O:17][CH3:18].C(=O)([O-])[O-].[K+].[K+].Cl.Cl[CH2:27][C:28]1[CH:29]=[CH:30][C:31]([O:34][CH3:35])=[N:32][CH:33]=1, predict the reaction product. The product is: [CH3:18][O:17][C:3]1[CH:4]=[C:5]([CH:15]=[CH:16][C:2]=1[O:1][CH2:27][C:28]1[CH:33]=[N:32][C:31]([O:34][CH3:35])=[CH:30][CH:29]=1)[CH2:6][NH:7][C:8](=[O:14])[O:9][C:10]([CH3:13])([CH3:12])[CH3:11]. (6) Given the reactants [CH3:1][S:2][C:3]1[S:7][C:6]2=[N:8][C:9]([C:11]3[O:12][C:13]4[CH:19]=[CH:18][CH:17]=[C:16]([O:20][CH2:21][C@H:22]5[CH2:26][CH2:25][CH2:24][N:23]5[C:27](=[O:43])[C@H:28]([NH:35][C:36](=[O:42])OC(C)(C)C)C5C=CC=CC=5)[C:14]=4[N:15]=3)=[CH:10][N:5]2[N:4]=1.[C:44](O)([C:46](F)(F)F)=O.C(O)(=O)[C:52]1[CH:57]=[CH:56][CH:55]=[CH:54][CH:53]=1.CN(C(ON1N=N[C:70]2[CH:71]=[CH:72]C=N[C:69]1=2)=[N+](C)C)C.F[P-](F)(F)(F)(F)F.CCN(C(C)C)C(C)C.CO.O.FC(C(O)=O)(F)F, predict the reaction product. The product is: [CH3:1][S:2][C:3]1[S:7][C:6]2=[N:8][C:9]([C:11]3[O:12][C:13]4[CH:19]=[CH:18][CH:17]=[C:16]([O:20][CH2:21][C@H:22]5[CH2:26][CH2:25][CH2:24][N:23]5[C:27](=[O:43])[C@H:28]([NH:35][C:36](=[O:42])[C:46]5[CH:44]=[CH:72][CH:71]=[CH:70][CH:69]=5)[C:52]5[CH:53]=[CH:54][CH:55]=[CH:56][CH:57]=5)[C:14]=4[N:15]=3)=[CH:10][N:5]2[N:4]=1. (7) Given the reactants [Cl:1][C:2]1[CH:3]=[C:4]([C:12]2([C:32]([F:35])([F:34])[F:33])[O:16][N:15]=[C:14]([C:17]3[CH:22]=[CH:21][C:20]([C:23]([N:25]4[CH2:29][C:28](=[O:30])[NH:27][CH2:26]4)=[O:24])=[C:19]([CH3:31])[CH:18]=3)[CH2:13]2)[CH:5]=[C:6]([C:8]([F:11])([F:10])[F:9])[CH:7]=1.[H-].[Na+].Cl[CH2:39][S:40][CH3:41], predict the reaction product. The product is: [Cl:1][C:2]1[CH:3]=[C:4]([C:12]2([C:32]([F:33])([F:34])[F:35])[O:16][N:15]=[C:14]([C:17]3[CH:22]=[CH:21][C:20]([C:23]([N:25]4[CH2:29][C:28](=[O:30])[N:27]([CH2:39][S:40][CH3:41])[CH2:26]4)=[O:24])=[C:19]([CH3:31])[CH:18]=3)[CH2:13]2)[CH:5]=[C:6]([C:8]([F:11])([F:10])[F:9])[CH:7]=1.